From a dataset of Drug-target binding data from BindingDB using Ki measurements. Regression. Given a target protein amino acid sequence and a drug SMILES string, predict the binding affinity score between them. We predict pKi (pKi = -log10(Ki in M); higher means stronger inhibition). Dataset: bindingdb_ki. (1) The compound is CC(=O)N[C@H]1CS(=O)(=O)C2C1[C@H](NC(=N)N)C[C@@H]2C(=O)O. The pKi is 5.3. The target protein sequence is MNPNQKIITIGSISIAIGIISLMLQIGNIISIWASHSIQTGSQNNTGICNQRIITYENSTWVNHTYVNINNTNVVAGEDKTSVTLAGNSSLCSISGWAIYTKDNSIRIGSKGDVFVIREPFISCSHLECRTFFLTQGALLNDKHSNGTVKDRSPYRALMSCPLGEAPSPYNSKFESVAWSASACHDGMGWLTIGISGPDNGAVAVLKYNGIITGTIKSWKKQILRTQESECVCMNGSCFTIMTDGPSNKAASYKIFKIEKGKVTKSIELNAPNFHYEECSCYPDTGIVMCVCRDNWHGSNRPWVSFNQNLDYQIGYICSGVFGDNPRPEDGEGSCNPVTVDGANGVKGFSYKYDNGVWIGRTKSNRLRKGFEMIWDPNGWTNTDSDFSVKQDVVAITDWSGYSGSFVQHPELTGLDCIRPCFWVELVRGLPRENTTIWTSGSSISFCGVNSDTANWSWPDGAELPFTIDK. (2) The small molecule is NCCc1ccc(O)c(O)c1. The target protein sequence is IPPMLGWRTPEDRSDPDACTISKDHGYTIYSTFGAFYVPLLLMLVLYGRIFRAARFRIRKTVKKVEKKGADTRFGATPAPQPRKSVNGEPGSRDWRQGVENKGVGLACANGAVRQGDDGAALEVIEVHRVGNSKEHLPLPSEAGAASGAPASFERKNERNAEAKRKMALA. The pKi is 5.1.